From a dataset of Full USPTO retrosynthesis dataset with 1.9M reactions from patents (1976-2016). Predict the reactants needed to synthesize the given product. (1) The reactants are: [H-].[Al+3].[Li+].[H-].[H-].[H-].[NH2:7][C@@H:8]([CH2:14][C:15]1[CH:20]=[CH:19][CH:18]=[CH:17][CH:16]=1)[C:9]([N:11]([CH3:13])[CH3:12])=O.C(OCC)(=O)C.[OH-].[Na+]. Given the product [CH2:14]([C@H:8]([NH2:7])[CH2:9][N:11]([CH3:13])[CH3:12])[C:15]1[CH:20]=[CH:19][CH:18]=[CH:17][CH:16]=1, predict the reactants needed to synthesize it. (2) Given the product [Cl:1][C:2]1[CH:19]=[C:18]([CH:17]=[CH:16][C:3]=1[C:4]([N:6]1[CH2:10][CH2:9][C@@H:8]([O:11][CH2:12][CH:13]([CH3:15])[CH3:14])[CH2:7]1)=[O:5])[NH2:20], predict the reactants needed to synthesize it. The reactants are: [Cl:1][C:2]1[CH:19]=[C:18]([N+:20]([O-])=O)[CH:17]=[CH:16][C:3]=1[C:4]([N:6]1[CH2:10][CH2:9][C@@H:8]([O:11][CH2:12][CH:13]([CH3:15])[CH3:14])[CH2:7]1)=[O:5].[Cl-].[Ca+2].[Cl-].C(O)C. (3) Given the product [NH2:35][C:36](=[O:37])[CH:45]([NH:49][C:25]([C:4]1[CH:5]=[N:6][C:7]([N:8]2[CH2:13][CH2:12][CH:11]([N:14]3[C:19]4[CH:20]=[CH:21][CH:22]=[CH:23][C:18]=4[CH2:17][O:16][C:15]3=[O:24])[CH2:10][CH2:9]2)=[C:2]([Cl:1])[CH:3]=1)=[O:26])[C:43]#[N:42], predict the reactants needed to synthesize it. The reactants are: [Cl:1][C:2]1[CH:3]=[C:4]([C:25](O)=[O:26])[CH:5]=[N:6][C:7]=1[N:8]1[CH2:13][CH2:12][CH:11]([N:14]2[C:19]3[CH:20]=[CH:21][CH:22]=[CH:23][C:18]=3[CH2:17][O:16][C:15]2=[O:24])[CH2:10][CH2:9]1.C(Cl)(=O)C(Cl)=O.C[N:35](C)[CH:36]=[O:37].C([N:42](CC)[CH:43]([CH3:45])C)(C)C.C[N:49]1CCCC1=O. (4) Given the product [I:8][C:5]1[CH:6]=[CH:7][C:2]([C:15]2[CH:20]=[CH:19][CH:18]=[CH:17][N:16]=2)=[CH:3][CH:4]=1, predict the reactants needed to synthesize it. The reactants are: I[C:2]1[CH:7]=[CH:6][C:5]([I:8])=[CH:4][CH:3]=1.C([Li])CCC.F[C:15]1[CH:20]=[CH:19][CH:18]=[CH:17][N:16]=1.O. (5) Given the product [F:15][C:2]([F:1])([F:14])[C:3]1[CH:4]=[CH:5][CH:6]=[C:7]2[C:12]=1[N:11]=[CH:10][CH:9]=[C:8]2[O:13][CH2:23][CH2:24][CH2:25][CH2:26][CH2:27][O:28][C:29]1[C:30](=[O:37])[CH:31]=[C:32]([CH2:35][OH:36])[O:33][CH:34]=1, predict the reactants needed to synthesize it. The reactants are: [F:1][C:2]([F:15])([F:14])[C:3]1[CH:4]=[CH:5][CH:6]=[C:7]2[C:12]=1[N:11]=[CH:10][CH:9]=[C:8]2[OH:13].C([O-])([O-])=O.[Cs+].[Cs+].Br[CH2:23][CH2:24][CH2:25][CH2:26][CH2:27][O:28][C:29]1[C:30](=[O:37])[CH:31]=[C:32]([CH2:35][OH:36])[O:33][CH:34]=1.O. (6) Given the product [F:1][C:2]1[CH:7]=[CH:6][C:5]([O:8][CH:10]([C:34]2[CH:35]=[CH:36][CH:37]=[CH:38][CH:39]=2)[CH2:11][CH2:12][CH2:13][CH2:14][CH2:15][N:16]2[CH2:21][CH2:20][CH:19]([C:22]3[CH:23]=[C:24]([NH:28][C:29](=[O:33])[CH:30]([CH3:32])[CH3:31])[CH:25]=[CH:26][CH:27]=3)[CH2:18][CH2:17]2)=[CH:4][CH:3]=1, predict the reactants needed to synthesize it. The reactants are: [F:1][C:2]1[CH:7]=[CH:6][C:5]([OH:8])=[CH:4][CH:3]=1.O[CH:10]([C:34]1[CH:39]=[CH:38][CH:37]=[CH:36][CH:35]=1)[CH2:11][CH2:12][CH2:13][CH2:14][CH2:15][N:16]1[CH2:21][CH2:20][CH:19]([C:22]2[CH:23]=[C:24]([NH:28][C:29](=[O:33])[CH:30]([CH3:32])[CH3:31])[CH:25]=[CH:26][CH:27]=2)[CH2:18][CH2:17]1.Cl. (7) Given the product [Br:13][C:14]1[CH:19]=[CH:18][C:17]([C:7]2[CH:8]=[N:9][CH:10]=[CH:11][CH:12]=2)=[CH:16][CH:15]=1, predict the reactants needed to synthesize it. The reactants are: B1([C:7]2[CH:12]=[CH:11][CH:10]=[N:9][CH:8]=2)OCCCO1.[Br:13][C:14]1[CH:19]=[CH:18][C:17](I)=[CH:16][CH:15]=1.C(=O)([O-])[O-].[Na+].[Na+]. (8) Given the product [Cl:12][C:13]1[CH:14]=[C:15]2[C:20](=[CH:21][CH:22]=1)[CH:19]=[C:18]([S:23]([CH2:26][CH2:27][C:28]([NH:54][NH:53][CH:50]1[CH2:49][CH2:48][N:47]([C:44]3[CH:43]=[CH:42][N:41]=[CH:46][CH:45]=3)[CH2:52][CH2:51]1)=[O:30])(=[O:24])=[O:25])[CH:17]=[CH:16]2, predict the reactants needed to synthesize it. The reactants are: CCN=C=NCCCN(C)C.[Cl:12][C:13]1[CH:14]=[C:15]2[C:20](=[CH:21][CH:22]=1)[CH:19]=[C:18]([S:23]([CH2:26][CH2:27][C:28]([OH:30])=O)(=[O:25])=[O:24])[CH:17]=[CH:16]2.C1C=CC2N(O)N=NC=2C=1.[N:41]1[CH:46]=[CH:45][C:44]([N:47]2[CH2:52][CH2:51][C:50](=[N:53][NH2:54])[CH2:49][CH2:48]2)=[CH:43][CH:42]=1. (9) Given the product [Br:29][C:26]1[CH:25]=[N:24][C:23]([NH:5][C:4]2[CH:6]=[CH:7][C:8]([O:9][CH:10]([F:11])[F:12])=[C:2]([Cl:1])[CH:3]=2)=[N:28][CH:27]=1, predict the reactants needed to synthesize it. The reactants are: [Cl:1][C:2]1[CH:3]=[C:4]([CH:6]=[CH:7][C:8]=1[O:9][CH:10]([F:12])[F:11])[NH2:5].CCN(C(C)C)C(C)C.Br[C:23]1[N:28]=[CH:27][C:26]([Br:29])=[CH:25][N:24]=1.